Dataset: Full USPTO retrosynthesis dataset with 1.9M reactions from patents (1976-2016). Task: Predict the reactants needed to synthesize the given product. (1) Given the product [C:25]([C:15]1[CH:14]=[C:13]([NH:12][C:5]2[CH:4]=[CH:3][C:2]([CH2:29][CH3:30])=[CH:11][C:6]=2[C:7]([O:9][CH3:10])=[O:8])[N:17]([C:18]2[CH:23]=[CH:22][CH:21]=[CH:20][C:19]=2[CH3:24])[N:16]=1)([CH3:28])([CH3:27])[CH3:26], predict the reactants needed to synthesize it. The reactants are: Br[C:2]1[CH:3]=[CH:4][C:5]([NH:12][C:13]2[N:17]([C:18]3[CH:23]=[CH:22][CH:21]=[CH:20][C:19]=3[CH3:24])[N:16]=[C:15]([C:25]([CH3:28])([CH3:27])[CH3:26])[CH:14]=2)=[C:6]([CH:11]=1)[C:7]([O:9][CH3:10])=[O:8].[CH2:29](B(O)O)[CH3:30].C(Cl)Cl.C1(C)C=CC=CC=1. (2) Given the product [N:19]1[CH:20]=[CH:21][CH:22]=[C:17]([C:14]2[CH:15]=[C:16]3[C:8]([C:6]4[N:7]=[C:2]([N:29]5[CH2:35][CH2:34][CH2:33][C@@H:32]([NH:36][C:37](=[O:46])[O:38][CH2:39][C:40]6[CH:41]=[CH:42][CH:43]=[CH:44][CH:45]=6)[CH2:31][CH2:30]5)[CH:3]=[CH:4][CH:5]=4)=[N:9][N:10]([CH:23]4[CH2:28][CH2:27][CH2:26][CH2:25][O:24]4)[C:11]3=[CH:12][N:13]=2)[CH:18]=1, predict the reactants needed to synthesize it. The reactants are: F[C:2]1[N:7]=[C:6]([C:8]2[C:16]3[C:11](=[CH:12][N:13]=[C:14]([C:17]4[CH:18]=[N:19][CH:20]=[CH:21][CH:22]=4)[CH:15]=3)[N:10]([CH:23]3[CH2:28][CH2:27][CH2:26][CH2:25][O:24]3)[N:9]=2)[CH:5]=[CH:4][CH:3]=1.[NH:29]1[CH2:35][CH2:34][CH2:33][C@@H:32]([NH:36][C:37](=[O:46])[O:38][CH2:39][C:40]2[CH:45]=[CH:44][CH:43]=[CH:42][CH:41]=2)[CH2:31][CH2:30]1. (3) Given the product [Br:16][C:13]1[S:12][C:11]([CH2:10][CH2:9][C:6]2([CH3:17])[CH2:7][O:8][C:3](=[O:2])[NH:5]2)=[CH:15][CH:14]=1, predict the reactants needed to synthesize it. The reactants are: C[O:2][C:3]([NH:5][C:6]([CH3:17])([CH2:9][CH2:10][C:11]1[S:12][C:13]([Br:16])=[CH:14][CH:15]=1)[CH2:7][OH:8])=O.CC(C)([O-])C.[K+]. (4) Given the product [Cl:1][C:2]1[C:15]([C:16]2[CH:21]=[CH:20][CH:19]=[CH:18][CH:17]=2)=[C:14]([CH2:23][NH2:24])[N:5]2[N:6]=[C:7]3[C:12]([CH:11]=[C:10]([F:13])[CH:9]=[CH:8]3)=[C:4]2[N:3]=1, predict the reactants needed to synthesize it. The reactants are: [Cl:1][C:2]1[C:15]([C:16]2[CH:21]=[CH:20][CH:19]=[CH:18][CH:17]=2)=[C:14](Cl)[N:5]2[N:6]=[C:7]3[C:12]([CH:11]=[C:10]([F:13])[CH:9]=[CH:8]3)=[C:4]2[N:3]=1.[CH3:23][NH2:24]. (5) Given the product [C:1]([NH:4][CH2:5][CH2:6][C:7]1[C:11]2[CH:12]=[C:13]([C:16]([N:32]=[N+:33]=[N-:34])=[O:18])[CH:14]=[CH:15][C:10]=2[O:9][CH:8]=1)(=[O:3])[CH3:2], predict the reactants needed to synthesize it. The reactants are: [C:1]([NH:4][CH2:5][CH2:6][C:7]1[C:11]2[CH:12]=[C:13]([C:16]([OH:18])=O)[CH:14]=[CH:15][C:10]=2[O:9][CH:8]=1)(=[O:3])[CH3:2].C(N(CC)CC)C.ClC(OCC)=O.[N-:32]=[N+:33]=[N-:34].[Na+]. (6) Given the product [CH3:19][C:4]1[CH:3]=[C:2]([C:28]2[S:32][CH:31]=[N:30][CH:29]=2)[N:7]=[C:6]([NH:8][C:9]2[CH:14]=[C:13]([C:15]([F:18])([F:17])[F:16])[CH:12]=[CH:11][N:10]=2)[CH:5]=1, predict the reactants needed to synthesize it. The reactants are: Br[C:2]1[N:7]=[C:6]([NH:8][C:9]2[CH:14]=[C:13]([C:15]([F:18])([F:17])[F:16])[CH:12]=[CH:11][N:10]=2)[CH:5]=[C:4]([CH3:19])[CH:3]=1.CC1(C)C(C)(C)OB([C:28]2[S:32][CH:31]=[N:30][CH:29]=2)O1. (7) Given the product [F:1][C:2]1[CH:3]=[CH:4][C:5]([NH:8][C:9]([C:11]2([C:14]([OH:16])=[O:15])[CH2:12][CH2:13]2)=[O:10])=[CH:6][CH:7]=1, predict the reactants needed to synthesize it. The reactants are: [F:1][C:2]1[CH:7]=[CH:6][C:5]([NH:8][C:9]([C:11]2([C:14]([O:16]C)=[O:15])[CH2:13][CH2:12]2)=[O:10])=[CH:4][CH:3]=1.O.[OH-].[Li+].